From a dataset of Catalyst prediction with 721,799 reactions and 888 catalyst types from USPTO. Predict which catalyst facilitates the given reaction. (1) Reactant: Cl[C:2]1[C:11]2[C:6](=[CH:7][C:8]([Cl:12])=[N:9][CH:10]=2)[CH:5]=[CH:4][N:3]=1.[CH3:13][C:14]1[CH:19]=[C:18]([C:20]2[CH:25]=[CH:24][C:23]([CH2:26][NH2:27])=[CH:22][CH:21]=2)[CH:17]=[CH:16][N:15]=1. Product: [CH3:13][C:14]1[CH:19]=[C:18]([C:20]2[CH:25]=[CH:24][C:23]([CH2:26][NH:27][C:2]3[C:11]4[C:6](=[CH:7][C:8]([Cl:12])=[N:9][CH:10]=4)[CH:5]=[CH:4][N:3]=3)=[CH:22][CH:21]=2)[CH:17]=[CH:16][N:15]=1. The catalyst class is: 51. (2) Reactant: [Br:1][C:2]1[CH:3]=[CH:4][C:5]([CH3:11])=[C:6]([CH:10]=1)[C:7]([OH:9])=O.[NH2:12][C:13]1[C:22]([CH3:23])=[CH:21][C:16]([C:17]([O:19][CH3:20])=[O:18])=[CH:15][C:14]=1[CH3:24].C(N(CC)C(C)C)(C)C.CCCP1(OP(CCC)(=O)OP(CCC)(=O)O1)=O. Product: [Br:1][C:2]1[CH:3]=[CH:4][C:5]([CH3:11])=[C:6]([CH:10]=1)[C:7]([NH:12][C:13]1[C:14]([CH3:24])=[CH:15][C:16]([C:17]([O:19][CH3:20])=[O:18])=[CH:21][C:22]=1[CH3:23])=[O:9]. The catalyst class is: 2.